From a dataset of Full USPTO retrosynthesis dataset with 1.9M reactions from patents (1976-2016). Predict the reactants needed to synthesize the given product. (1) Given the product [CH2:11]([N:18]([CH2:25][CH2:26][CH2:27][N:28]1[CH2:34][C:33](=[O:35])[C:32]([CH:37]2[CH2:40][CH2:39][CH2:38]2)([OH:36])[C:31]2[CH:41]=[CH:42][CH:43]=[CH:44][C:30]=2[CH2:29]1)[C:19](=[O:24])[C:20]([F:23])([F:21])[F:22])[C:12]1[CH:17]=[CH:16][CH:15]=[CH:14][CH:13]=1, predict the reactants needed to synthesize it. The reactants are: C(Cl)(C(Cl)=O)=O.CS(C)=O.[CH2:11]([N:18]([CH2:25][CH2:26][CH2:27][N:28]1[CH2:34][CH:33]([OH:35])[C:32]([CH:37]2[CH2:40][CH2:39][CH2:38]2)([OH:36])[C:31]2[CH:41]=[CH:42][CH:43]=[CH:44][C:30]=2[CH2:29]1)[C:19](=[O:24])[C:20]([F:23])([F:22])[F:21])[C:12]1[CH:17]=[CH:16][CH:15]=[CH:14][CH:13]=1.O. (2) Given the product [C:56]([O:60][C:38](=[O:46])[NH:31][CH2:13][CH:12]([N:3]1[C:2](=[O:1])[C:10]2[C:5](=[CH:6][CH:7]=[CH:8][CH:9]=2)[C:4]1=[O:11])[C:17]1[CH:18]=[CH:19][C:20]([F:23])=[CH:21][CH:22]=1)([CH3:59])([CH3:58])[CH3:57], predict the reactants needed to synthesize it. The reactants are: [O:1]=[C:2]1[C:10]2[C:5](=[CH:6][CH:7]=[CH:8][CH:9]=2)[C:4](=[O:11])[N:3]1[CH:12]([C:17]1[CH:22]=[CH:21][C:20]([F:23])=[CH:19][CH:18]=1)[CH2:13]C(O)=O.C(N(CC)CC)C.[N:31]12[CH2:38]CN(CC1)CC2.C1(P(N=[N+]=[N-])(C2C=CC=CC=2)=[O:46])C=CC=CC=1.[C:56]([OH:60])([CH3:59])([CH3:58])[CH3:57]. (3) Given the product [CH:2]([S:15][CH2:16][C:21]([NH2:23])=[O:22])([C:3]1[CH:4]=[CH:5][CH:6]=[CH:7][CH:8]=1)[C:9]1[CH:10]=[CH:11][CH:12]=[CH:13][CH:14]=1, predict the reactants needed to synthesize it. The reactants are: [Br-].[CH:2]([S:15][C:16](N)=[NH2+])([C:9]1[CH:14]=[CH:13][CH:12]=[CH:11][CH:10]=1)[C:3]1[CH:8]=[CH:7][CH:6]=[CH:5][CH:4]=1.ClC[C:21]([NH2:23])=[O:22]. (4) Given the product [CH2:10]([O:17][CH2:18][CH:19]1[CH2:22][C:21]([N:4]2[CH2:9][CH2:8][CH2:7][CH2:6][CH2:5]2)([C:1]#[N:2])[CH2:20]1)[C:11]1[CH:16]=[CH:15][CH:14]=[CH:13][CH:12]=1, predict the reactants needed to synthesize it. The reactants are: [C-:1]#[N:2].[Na+].[NH:4]1[CH2:9][CH2:8][CH2:7][CH2:6][CH2:5]1.[CH2:10]([O:17][CH2:18][CH:19]1[CH2:22][C:21](=O)[CH2:20]1)[C:11]1[CH:16]=[CH:15][CH:14]=[CH:13][CH:12]=1.C(=O)([O-])[O-].[Na+].[Na+]. (5) Given the product [C:17]([O:21][C:22]([N:24]1[CH2:29][CH2:28][N:27]([C:30]2[CH:35]=[CH:34][N:33]=[C:32]([C:54]3[CH:45]=[CH:46][C:47]4[C:48]([CH3:58])([CH3:57])[CH2:49][CH2:50][C:51]([CH3:56])([CH3:55])[C:52]=4[CH:53]=3)[N:31]=2)[CH2:26][CH2:25]1)=[O:23])([CH3:20])([CH3:19])[CH3:18], predict the reactants needed to synthesize it. The reactants are: C1(C)C=CC=CC=1.C(O)C.C(=O)([O-])[O-].[K+].[K+].[C:17]([O:21][C:22]([N:24]1[CH2:29][CH2:28][N:27]([C:30]2[CH:35]=[CH:34][N:33]=[C:32](Cl)[N:31]=2)[CH2:26][CH2:25]1)=[O:23])([CH3:20])([CH3:19])[CH3:18].CC1(C)C(C)(C)OB([C:45]2[CH:54]=[CH:53][C:52]3[C:51]([CH3:56])([CH3:55])[CH2:50][CH2:49][C:48]([CH3:58])([CH3:57])[C:47]=3[CH:46]=2)O1. (6) Given the product [C:1]([O:5][C:6]([N:8]([CH2:17][C:18]1[CH:19]=[CH:20][C:21]2[CH:22]3[CH2:31][CH2:30][CH2:29][CH:23]3[C:24](=[S:41])[NH:25][C:26]=2[CH:27]=1)[CH2:9][C:10]1[CH:15]=[CH:14][CH:13]=[C:12]([Cl:16])[CH:11]=1)=[O:7])([CH3:4])([CH3:3])[CH3:2], predict the reactants needed to synthesize it. The reactants are: [C:1]([O:5][C:6]([N:8]([CH2:17][C:18]1[CH:19]=[CH:20][C:21]2[CH:22]3[CH2:31][CH2:30][CH2:29][CH:23]3[C:24](=O)[NH:25][C:26]=2[CH:27]=1)[CH2:9][C:10]1[CH:15]=[CH:14][CH:13]=[C:12]([Cl:16])[CH:11]=1)=[O:7])([CH3:4])([CH3:3])[CH3:2].COC1C=CC(P2(SP(C3C=CC(OC)=CC=3)(=S)S2)=[S:41])=CC=1. (7) Given the product [C:29]([N:33]1[CH2:37][C@@H:36]([C:38]2[CH:43]=[CH:42][C:41]([F:44])=[CH:40][C:39]=2[F:45])[C@H:35]([C:21]([N:18]2[CH2:19][CH2:20][CH:15]([C:8]3[CH:9]=[C:10]([Cl:14])[C:11]([CH3:13])=[CH:12][C:7]=3[CH:5]([NH:4][C:1](=[O:3])[CH3:2])[CH2:6][CH3:49])[CH2:16][CH2:17]2)=[O:22])[CH2:34]1)([CH3:32])([CH3:30])[CH3:31], predict the reactants needed to synthesize it. The reactants are: [C:1]([NH:4][CH:5]([C:7]1[CH:12]=[C:11]([CH3:13])[C:10]([Cl:14])=[CH:9][C:8]=1[CH:15]1[CH2:20][CH2:19][N:18]([C:21](OC(C)(C)C)=[O:22])[CH2:17][CH2:16]1)[CH3:6])(=[O:3])[CH3:2].Cl.[C:29]([N:33]1[CH2:37][C@@H:36]([C:38]2[CH:43]=[CH:42][C:41]([F:44])=[CH:40][C:39]=2[F:45])[C@H:35](C(O)=O)[CH2:34]1)([CH3:32])([CH3:31])[CH3:30].[CH3:49]N(C(ON1N=NC2C=CC=NC1=2)=[N+](C)C)C.F[P-](F)(F)(F)(F)F.C1C=NC2N(O)N=NC=2C=1.CCN(C(C)C)C(C)C. (8) Given the product [C:10]([N:7]1[CH:8]=[N:9][C:5]([CH2:3][OH:2])=[N:6]1)([C:11]1[CH:12]=[CH:13][CH:14]=[CH:15][CH:16]=1)([C:17]1[CH:22]=[CH:21][CH:20]=[CH:19][CH:18]=1)[C:23]1[CH:28]=[CH:27][CH:26]=[CH:25][CH:24]=1, predict the reactants needed to synthesize it. The reactants are: C[O:2][C:3]([C:5]1[N:9]=[CH:8][N:7]([C:10]([C:23]2[CH:28]=[CH:27][CH:26]=[CH:25][CH:24]=2)([C:17]2[CH:22]=[CH:21][CH:20]=[CH:19][CH:18]=2)[C:11]2[CH:16]=[CH:15][CH:14]=[CH:13][CH:12]=2)[N:6]=1)=O.[H-].[Al+3].[Li+].[H-].[H-].[H-].[OH-].[Na+].S([O-])([O-])(=O)=O.[Mg+2]. (9) Given the product [CH3:55][C:15]1([CH3:14])[O:19][CH:18]([CH2:20][O:21][C:22]([O:24][CH:25]([O:27][C:28]([C:30]2[N:31]3[CH:34]([S:35][CH2:36][C:37]=2[CH:38]=[O:39])[CH:33]([NH:40][C:41](=[O:53])[C:42]([C:47]2[N:51]=[C:50]([NH2:52])[S:49][N:48]=2)=[N:43][O:44][CH2:45][F:46])[C:32]3=[O:54])=[O:29])[CH3:26])=[O:23])[CH2:17][O:16]1, predict the reactants needed to synthesize it. The reactants are: NN(C)C(N1CCNCC1)=N.Cl.O.[CH3:14][C:15]1([CH3:55])[O:19][CH:18]([CH2:20][O:21][C:22]([O:24][CH:25]([O:27][C:28]([C:30]2[N:31]3[CH:34]([S:35][CH2:36][C:37]=2[CH:38]=[O:39])[CH:33]([NH:40][C:41](=[O:53])/[C:42](/[C:47]2[N:51]=[C:50]([NH2:52])[S:49][N:48]=2)=[N:43]\[O:44][CH2:45][F:46])[C:32]3=[O:54])=[O:29])[CH3:26])=[O:23])[CH2:17][O:16]1.